Dataset: TCR-epitope binding with 47,182 pairs between 192 epitopes and 23,139 TCRs. Task: Binary Classification. Given a T-cell receptor sequence (or CDR3 region) and an epitope sequence, predict whether binding occurs between them. (1) The epitope is SEISMDNSPNL. The TCR CDR3 sequence is CASRRDRGLEVSDTQYF. Result: 0 (the TCR does not bind to the epitope). (2) The epitope is AIMTRCLAV. The TCR CDR3 sequence is CAYTTSGAVTDTQYF. Result: 0 (the TCR does not bind to the epitope). (3) The epitope is DRFYKTLRAEQASQEV. The TCR CDR3 sequence is CASSPRKREVEETQYF. Result: 0 (the TCR does not bind to the epitope). (4) The epitope is YLNTLTLAV. The TCR CDR3 sequence is CASSLGTGTEQFF. Result: 1 (the TCR binds to the epitope). (5) The TCR CDR3 sequence is CASSSGLVSNTGELFF. The epitope is GILGFVFTL. Result: 1 (the TCR binds to the epitope). (6) The epitope is IQYIDIGNY. Result: 1 (the TCR binds to the epitope). The TCR CDR3 sequence is CAIRRQGDYEQYF. (7) The epitope is KTWGQYWQV. The TCR CDR3 sequence is CASSYKGAQETQYF. Result: 0 (the TCR does not bind to the epitope). (8) The epitope is EILDITPCSF. The TCR CDR3 sequence is CASRGPMTYEQYF. Result: 1 (the TCR binds to the epitope). (9) The epitope is FLLNKEMYL. The TCR CDR3 sequence is CASGLDNVMTGYEQYF. Result: 0 (the TCR does not bind to the epitope).